This data is from Forward reaction prediction with 1.9M reactions from USPTO patents (1976-2016). The task is: Predict the product of the given reaction. Given the reactants [C:1]([O:5][C:6]([NH:8][CH2:9][C@H:10]1[CH2:15][CH2:14][C@H:13]([C:16]([NH:18][C@H:19]([C:37](=[O:52])[NH:38][C:39]2[CH:51]=[CH:50][C:42]3[NH:43][C:44]([C:46]([F:49])([F:48])[F:47])=[N:45][C:41]=3[CH:40]=2)[CH2:20][C:21]2[CH:26]=[CH:25][C:24]([C:27]3[CH:32]=[CH:31][C:30]([C:33]([OH:35])=O)=[CH:29][C:28]=3[CH3:36])=[CH:23][CH:22]=2)=[O:17])[CH2:12][CH2:11]1)=[O:7])([CH3:4])([CH3:3])[CH3:2].[CH3:53][N:54]([CH3:62])[CH:55]1[CH2:60][CH2:59][CH:58]([NH2:61])[CH2:57][CH2:56]1.C(N(CC)C(C)C)(C)C.C(P1(=O)OP(=O)(CCC)OP(=O)(CCC)[O:76]1)CC.CN(C)[CH:92]=[O:93], predict the reaction product. The product is: [F:47][C:46]([F:49])([F:48])[C:92]([OH:93])=[O:76].[CH3:53][N:54]([CH3:62])[CH:55]1[CH2:60][CH2:59][CH:58]([NH:61][C:33]([C:30]2[CH:31]=[CH:32][C:27]([C:24]3[CH:25]=[CH:26][C:21]([CH2:20][C@H:19]([NH:18][C:16]([C@H:13]4[CH2:12][CH2:11][C@H:10]([CH2:9][NH:8][C:6](=[O:7])[O:5][C:1]([CH3:4])([CH3:3])[CH3:2])[CH2:15][CH2:14]4)=[O:17])[C:37](=[O:52])[NH:38][C:39]4[CH:51]=[CH:50][C:42]5[NH:43][C:44]([C:46]([F:49])([F:47])[F:48])=[N:45][C:41]=5[CH:40]=4)=[CH:22][CH:23]=3)=[C:28]([CH3:36])[CH:29]=2)=[O:35])[CH2:57][CH2:56]1.